This data is from Full USPTO retrosynthesis dataset with 1.9M reactions from patents (1976-2016). The task is: Predict the reactants needed to synthesize the given product. (1) Given the product [F:29][C:2]1([F:1])[CH2:7][CH2:6][N:5]([C:8]([C:10]2[N:11]([C:30]3[CH:35]=[CH:34][CH:33]=[CH:32][CH:31]=3)[C:12]3[C:17]([CH:18]=2)=[CH:16][C:15]([O:19][CH:20]2[CH2:25][CH2:24][N:23]([CH:26]([CH3:27])[CH3:28])[CH2:22][CH2:21]2)=[CH:14][CH:13]=3)=[O:9])[CH2:4][CH2:3]1, predict the reactants needed to synthesize it. The reactants are: [F:1][C:2]1([F:29])[CH2:7][CH2:6][N:5]([C:8]([C:10]2[NH:11][C:12]3[C:17]([CH:18]=2)=[CH:16][C:15]([O:19][CH:20]2[CH2:25][CH2:24][N:23]([CH:26]([CH3:28])[CH3:27])[CH2:22][CH2:21]2)=[CH:14][CH:13]=3)=[O:9])[CH2:4][CH2:3]1.[C:30]1(B(O)O)[CH:35]=[CH:34][CH:33]=[CH:32][CH:31]=1. (2) Given the product [Br:21][CH:8]([C:4]1[CH:5]=[CH:6][CH:7]=[C:2]([F:1])[CH:3]=1)[C:9]([O:11][CH2:12][CH3:13])=[O:10], predict the reactants needed to synthesize it. The reactants are: [F:1][C:2]1[CH:3]=[C:4]([CH2:8][C:9]([O:11][CH2:12][CH3:13])=[O:10])[CH:5]=[CH:6][CH:7]=1.C1C(=O)N([Br:21])C(=O)C1. (3) Given the product [Cl:17][C:14]1[CH:13]=[CH:12][C:11]([N:9]2[CH:10]=[C:6]([CH2:5][C:4]([OH:26])=[O:3])[N:7]=[C:8]2[C:18]2[CH:23]=[CH:22][CH:21]=[CH:20][C:19]=2[O:24][CH3:25])=[CH:16][CH:15]=1, predict the reactants needed to synthesize it. The reactants are: C([O:3][C:4](=[O:26])[CH2:5][C:6]1[N:7]=[C:8]([C:18]2[CH:23]=[CH:22][CH:21]=[CH:20][C:19]=2[O:24][CH3:25])[N:9]([C:11]2[CH:16]=[CH:15][C:14]([Cl:17])=[CH:13][CH:12]=2)[CH:10]=1)C.[OH-].[Na+]. (4) The reactants are: [CH3:1][O:2][C:3]1[C:4]([NH:14][C:15](=[O:19])OCC)=[N:5][C:6]2[C:11]([N:12]=1)=[CH:10][C:9]([CH3:13])=[CH:8][CH:7]=2.[Cl:20][C:21]1[CH:22]=[C:23]([N:27]2[CH2:32][CH2:31][NH:30][CH2:29][CH2:28]2)[CH:24]=[CH:25][CH:26]=1. Given the product [CH3:1][O:2][C:3]1[C:4]([NH:14][C:15]([N:30]2[CH2:29][CH2:28][N:27]([C:23]3[CH:24]=[CH:25][CH:26]=[C:21]([Cl:20])[CH:22]=3)[CH2:32][CH2:31]2)=[O:19])=[N:5][C:6]2[C:11]([N:12]=1)=[CH:10][C:9]([CH3:13])=[CH:8][CH:7]=2, predict the reactants needed to synthesize it. (5) Given the product [NH2:11][C@H:22]([C:21]([OH:28])=[O:27])[CH2:23][C:24](=[O:26])[OH:25], predict the reactants needed to synthesize it. The reactants are: C([NH:11]CCCC[C@@H](C(O)=O)N)(OCC1C=CC=CC=1)=O.[C:21]([OH:28])(=[O:27])/[CH:22]=[CH:23]\[C:24]([OH:26])=[O:25].Cl.